The task is: Binary Classification. Given a T-cell receptor sequence (or CDR3 region) and an epitope sequence, predict whether binding occurs between them.. This data is from TCR-epitope binding with 47,182 pairs between 192 epitopes and 23,139 TCRs. (1) The epitope is NLNESLIDL. The TCR CDR3 sequence is CASSLGRGLDNEQFF. Result: 1 (the TCR binds to the epitope). (2) The epitope is IVDTVSALV. The TCR CDR3 sequence is CASSLLAGGPGELFF. Result: 0 (the TCR does not bind to the epitope).